This data is from CYP1A2 inhibition data for predicting drug metabolism from PubChem BioAssay. The task is: Regression/Classification. Given a drug SMILES string, predict its absorption, distribution, metabolism, or excretion properties. Task type varies by dataset: regression for continuous measurements (e.g., permeability, clearance, half-life) or binary classification for categorical outcomes (e.g., BBB penetration, CYP inhibition). Dataset: cyp1a2_veith. (1) The compound is CO[C@H]1C=CO[C@]2(C)Oc3c(C)c(O)c4c(O)c(c5c(c4c3C2=O)NC2(CCN(CC(C)C)CC2)N=5)=NC(=O)C(C)=CC=C[C@@H](C)[C@@H](O)[C@@H](C)[C@@H](O)[C@@H](C)[C@@H](OC(C)=O)[C@@H]1C. The result is 0 (non-inhibitor). (2) The drug is Cc1ccc2c(c1)N(CC(=O)NC1CCCc3ccccc31)C(=O)CO2. The result is 0 (non-inhibitor). (3) The molecule is O=C(CCNS(=O)(=O)c1cccs1)N1CCc2ccccc2C1. The result is 1 (inhibitor). (4) The compound is Cn1cccc1C(=O)N1CCC2(CCN(C(=O)Nc3cccc(F)c3)CC2)CC1. The result is 0 (non-inhibitor). (5) The drug is CCN(CC)c1ncnc2c1ncn2[C@@H]1O[C@@H](COP(=O)([O-])OP(=O)([O-])C(Br)(Br)P(=O)([O-])O)[C@H](O)[C@@H]1O.[Na+].[Na+].[Na+]. The result is 0 (non-inhibitor).